From a dataset of Forward reaction prediction with 1.9M reactions from USPTO patents (1976-2016). Predict the product of the given reaction. (1) Given the reactants [F:1][C:2]1[CH:3]=[CH:4][C:5]([O:11][CH3:12])=[C:6](B(O)O)[CH:7]=1.[C:13]([O:17][C:18]([N:20]1[CH2:25][CH:24]=[C:23](OS(C(F)(F)F)(=O)=O)[CH2:22][CH2:21]1)=[O:19])([CH3:16])([CH3:15])[CH3:14].COCCOC.C(=O)([O-])[O-].[Na+].[Na+], predict the reaction product. The product is: [C:13]([O:17][C:18]([N:20]1[CH2:21][CH:22]=[C:23]([C:6]2[CH:7]=[C:2]([F:1])[CH:3]=[CH:4][C:5]=2[O:11][CH3:12])[CH2:24][CH2:25]1)=[O:19])([CH3:16])([CH3:14])[CH3:15]. (2) Given the reactants Br[C:2]1[CH:13]=[CH:12][C:5]([CH2:6][N:7]2[CH2:11][CH2:10][CH2:9][CH2:8]2)=[CH:4][CH:3]=1.C(O)(C)C.C(=O)=O.C([Li])CCC.[N:26]1([CH2:32][CH:33]2[CH2:36][C:35](=[O:37])[CH2:34]2)[CH2:31][CH2:30][CH2:29][CH2:28]C1, predict the reaction product. The product is: [N:26]1([CH2:32][CH:33]2[CH2:36][C:35]([C:2]3[CH:13]=[CH:12][C:5]([CH2:6][N:7]4[CH2:11][CH2:10][CH2:9][CH2:8]4)=[CH:4][CH:3]=3)([OH:37])[CH2:34]2)[CH2:28][CH2:29][CH2:30][CH2:31]1.